Dataset: Reaction yield outcomes from USPTO patents with 853,638 reactions. Task: Predict the reaction yield, written as a fraction of the theoretical maximum amount of product (1.0 means a 100% yield; for example, 0.34 means a 34% yield). The reactants are [CH3:1][N:2]1[C:7](=[O:8])[N:6]2[CH:9]=[N:10][C:11]([C:12](=[S:14])[NH2:13])=[C:5]2[N:4]=[N:3]1.Br[CH2:16][C:17]([C:19]1[CH:24]=[CH:23][C:22]([Br:25])=[CH:21][CH:20]=1)=O. The catalyst is CC#N. The product is [Br:25][C:22]1[CH:23]=[CH:24][C:19]([C:17]2[N:13]=[C:12]([C:11]3[N:10]=[CH:9][N:6]4[C:7](=[O:8])[N:2]([CH3:1])[N:3]=[N:4][C:5]=34)[S:14][CH:16]=2)=[CH:20][CH:21]=1. The yield is 0.810.